This data is from Full USPTO retrosynthesis dataset with 1.9M reactions from patents (1976-2016). The task is: Predict the reactants needed to synthesize the given product. (1) Given the product [N:1]([C:2]1[CH:7]=[CH:6][C:5]([N:8]2[CH2:9][CH2:10][N:11]([C:14]([C:16]3[C:17]([C:22]4[CH:27]=[CH:26][CH:25]=[CH:24][C:23]=4[Cl:28])=[N:18][O:19][C:20]=3[CH3:21])=[O:15])[CH2:12][CH2:13]2)=[C:4]([Cl:29])[CH:3]=1)=[N+:37]=[N-:38], predict the reactants needed to synthesize it. The reactants are: [NH2:1][C:2]1[CH:7]=[CH:6][C:5]([N:8]2[CH2:13][CH2:12][N:11]([C:14]([C:16]3[C:17]([C:22]4[CH:27]=[CH:26][CH:25]=[CH:24][C:23]=4[Cl:28])=[N:18][O:19][C:20]=3[CH3:21])=[O:15])[CH2:10][CH2:9]2)=[C:4]([Cl:29])[CH:3]=1.N(OC(C)(C)C)=O.[N:37]([Si](C)(C)C)=[N+:38]=[N-]. (2) Given the product [CH3:16][N:17]1[CH:21]=[C:20]([C:2]2[CH:7]=[C:6]([O:8][C:9]3[N:14]=[CH:13][C:12]([NH2:15])=[CH:11][CH:10]=3)[CH:5]=[CH:4][N:3]=2)[CH:19]=[N:18]1, predict the reactants needed to synthesize it. The reactants are: Cl[C:2]1[CH:7]=[C:6]([O:8][C:9]2[N:14]=[CH:13][C:12]([NH2:15])=[CH:11][CH:10]=2)[CH:5]=[CH:4][N:3]=1.[CH3:16][N:17]1[CH:21]=[C:20](B2OC(C)(C)C(C)(C)O2)[CH:19]=[N:18]1. (3) Given the product [Br:25][C:3]1[CH:4]=[C:5]2[O:10][C:9]([N:11]3[CH:17]4[CH2:16][CH2:15][N:14]([CH2:19][CH2:18]4)[CH2:13][CH2:12]3)=[N:8][C:6]2=[N:7][C:2]=1[CH3:1], predict the reactants needed to synthesize it. The reactants are: [CH3:1][C:2]1[N:7]=[C:6]2[N:8]=[C:9]([N:11]3[CH:17]4[CH2:18][CH2:19][N:14]([CH2:15][CH2:16]4)[CH2:13][CH2:12]3)[O:10][C:5]2=[CH:4][CH:3]=1.C([O-])(=O)C.[Na+].[Br:25]Br.[OH-].[Na+]. (4) Given the product [F:11][C:9]([F:10])([F:12])[C:7]1[CH:6]=[C:5]([C@H:13]2[O:17][C:16](=[O:18])[N:15]([CH2:19][C:20]3[C:25]([C:26]4[CH:27]=[C:28]([C:34]5[CH:39]=[CH:38][C:37]([C:40]([OH:42])=[O:41])=[CH:36][C:35]=5[CH3:44])[CH:29]=[CH:30][C:31]=4[O:32][CH3:33])=[CH:24][CH:23]=[C:22]([N:45]4[CH:49]=[CH:48][CH:47]=[N:46]4)[N:21]=3)[C@H:14]2[CH3:50])[CH:4]=[C:3]([C:2]([F:1])([F:52])[F:51])[CH:8]=1, predict the reactants needed to synthesize it. The reactants are: [F:1][C:2]([F:52])([F:51])[C:3]1[CH:4]=[C:5]([C@H:13]2[O:17][C:16](=[O:18])[N:15]([CH2:19][C:20]3[C:25]([C:26]4[CH:27]=[C:28]([C:34]5[CH:39]=[CH:38][C:37]([C:40]([O:42]C)=[O:41])=[CH:36][C:35]=5[CH3:44])[CH:29]=[CH:30][C:31]=4[O:32][CH3:33])=[CH:24][CH:23]=[C:22]([N:45]4[CH:49]=[CH:48][CH:47]=[N:46]4)[N:21]=3)[C@H:14]2[CH3:50])[CH:6]=[C:7]([C:9]([F:12])([F:11])[F:10])[CH:8]=1.[OH-].[Li+]. (5) Given the product [Cl:19][CH2:2][C:3]1[CH:11]=[CH:10][C:6]2[N:7]=[CH:8][S:9][C:5]=2[CH:4]=1, predict the reactants needed to synthesize it. The reactants are: O[CH2:2][C:3]1[CH:11]=[CH:10][C:6]2[N:7]=[CH:8][S:9][C:5]=2[CH:4]=1.N1C=CC=CC=1.P(Cl)(Cl)(Cl)(Cl)[Cl:19].